Task: Predict which catalyst facilitates the given reaction.. Dataset: Catalyst prediction with 721,799 reactions and 888 catalyst types from USPTO Reactant: [Cl:1][CH2:2][C:3]([C:5]1[N:6]([CH3:10])[CH:7]=[CH:8][CH:9]=1)=[O:4].[Al+3].[Cl-].[Cl-].[Cl-].[Cl:15][C:16]1[CH:24]=[CH:23][C:19]([C:20](Cl)=[O:21])=[CH:18][CH:17]=1. Product: [Cl:1][CH2:2][C:3]([C:5]1[N:6]([CH3:10])[CH:7]=[C:8]([C:20](=[O:21])[C:19]2[CH:23]=[CH:24][C:16]([Cl:15])=[CH:17][CH:18]=2)[CH:9]=1)=[O:4]. The catalyst class is: 26.